From a dataset of Forward reaction prediction with 1.9M reactions from USPTO patents (1976-2016). Predict the product of the given reaction. (1) Given the reactants [Br:1][C:2]1[CH:7]=[CH:6][C:5]([C:8](=O)[CH3:9])=[C:4]([F:11])[CH:3]=1.[NH3:12].[BH4-].[Na+], predict the reaction product. The product is: [Br:1][C:2]1[CH:7]=[CH:6][C:5]([CH:8]([NH2:12])[CH3:9])=[C:4]([F:11])[CH:3]=1. (2) Given the reactants [N+:1]([C:4]1[CH:5]=[C:6]([NH:10][C:11]2[CH:16]=[CH:15][N:14]=[C:13]([C:17]3[NH:21][CH:20]=[C:19]([C:22]([O:24][CH3:25])=[O:23])[CH:18]=3)[CH:12]=2)[CH:7]=[CH:8][CH:9]=1)([O-])=O, predict the reaction product. The product is: [NH2:1][C:4]1[CH:5]=[C:6]([NH:10][C:11]2[CH:16]=[CH:15][N:14]=[C:13]([C:17]3[NH:21][CH:20]=[C:19]([C:22]([O:24][CH3:25])=[O:23])[CH:18]=3)[CH:12]=2)[CH:7]=[CH:8][CH:9]=1. (3) Given the reactants C[O:2][C:3]([C:5]1[C:29]([O:30][CH2:31][CH3:32])=[CH:28][C:8]2[NH:9][C:10]([C:12]3[C:16]([NH:17][C:18](=[O:27])[C:19]4[C:24]([F:25])=[CH:23][CH:22]=[CH:21][C:20]=4[F:26])=[CH:15][NH:14][N:13]=3)=[N:11][C:7]=2[CH:6]=1)=[O:4], predict the reaction product. The product is: [F:26][C:20]1[CH:21]=[CH:22][CH:23]=[C:24]([F:25])[C:19]=1[C:18]([NH:17][C:16]1[C:12]([C:10]2[NH:9][C:8]3[CH:28]=[C:29]([O:30][CH2:31][CH3:32])[C:5]([C:3]([OH:4])=[O:2])=[CH:6][C:7]=3[N:11]=2)=[N:13][NH:14][CH:15]=1)=[O:27]. (4) Given the reactants [C:1]([C:3]1([NH:6][C:7](=[O:34])[C@H:8]([CH2:31][CH2:32][CH3:33])[NH:9][C@@H:10]([C:15]2[CH:20]=[CH:19][C:18](C3C=CC(S(C)(=O)=O)=CC=3)=[CH:17][CH:16]=2)[C:11]([F:14])([F:13])[F:12])[CH2:5][CH2:4]1)#[N:2].[F:35][C:36]1[CH:37]=[C:38](B(O)O)[CH:39]=[CH:40][C:41]=1[F:42].BrC1C=CC([C@H](N[C@H](C(NC2(C#N)CC2)=O)CCC)C(F)(F)F)=CC=1, predict the reaction product. The product is: [C:1]([C:3]1([NH:6][C:7](=[O:34])[C@@H:8]([NH:9][C@@H:10]([C:15]2[CH:20]=[CH:19][C:18]([C:38]3[CH:39]=[CH:40][C:41]([F:42])=[C:36]([F:35])[CH:37]=3)=[CH:17][CH:16]=2)[C:11]([F:12])([F:14])[F:13])[CH2:31][CH2:32][CH3:33])[CH2:5][CH2:4]1)#[N:2]. (5) Given the reactants [I:1][C:2]1[N:3]=[C:4]([CH:8]([CH3:10])[CH3:9])[NH:5][C:6]=1[I:7].[H-].[Na+].[C:13]([NH:20][CH2:21][CH2:22]Br)([O:15][C:16]([CH3:19])([CH3:18])[CH3:17])=[O:14].O, predict the reaction product. The product is: [C:16]([O:15][C:13](=[O:14])[NH:20][CH2:21][CH2:22][N:3]1[C:2]([I:1])=[C:6]([I:7])[N:5]=[C:4]1[CH:8]([CH3:10])[CH3:9])([CH3:19])([CH3:18])[CH3:17]. (6) Given the reactants [CH2:1]([N:8]1[CH2:13][CH2:12][O:11][CH:10]([CH2:14][N:15]2[C:23]3[C:18](=[CH:19][C:20]([O:24][CH:25]([F:27])[F:26])=[CH:21][CH:22]=3)[C:17]([C:28]3[N:29]=[C:30]4[C:36]([C:37]([NH:39][C:40]([CH3:43])([CH3:42])[CH3:41])=[O:38])=[CH:35][N:34](COCC[Si](C)(C)C)[C:31]4=[N:32][CH:33]=3)=[N:16]2)[CH2:9]1)[C:2]1[CH:7]=[CH:6][CH:5]=[CH:4][CH:3]=1.FC(F)(F)C(O)=O, predict the reaction product. The product is: [C:40]([NH:39][C:37]([C:36]1[C:30]2[C:31](=[N:32][CH:33]=[C:28]([C:17]3[C:18]4[C:23](=[CH:22][CH:21]=[C:20]([O:24][CH:25]([F:27])[F:26])[CH:19]=4)[N:15]([CH2:14][CH:10]4[O:11][CH2:12][CH2:13][N:8]([CH2:1][C:2]5[CH:7]=[CH:6][CH:5]=[CH:4][CH:3]=5)[CH2:9]4)[N:16]=3)[N:29]=2)[NH:34][CH:35]=1)=[O:38])([CH3:43])([CH3:41])[CH3:42]. (7) Given the reactants B(Cl)(Cl)Cl.[NH2:5][C:6]1[CH:11]=[CH:10][N:9]([CH:12]2[C@@H:16]([F:17])[C@H:15]([O:18]CC3C=CC(Cl)=CC=3)[C@@H:14]([CH2:27][O:28]CC3C=CC(Cl)=CC=3)[S:13]2)[C:8](=[O:37])[N:7]=1.CO, predict the reaction product. The product is: [NH2:5][C:6]1[CH:11]=[CH:10][N:9]([CH:12]2[S:13][C@H:14]([CH2:27][OH:28])[C@@H:15]([OH:18])[C@@H:16]2[F:17])[C:8](=[O:37])[N:7]=1. (8) Given the reactants [Cl:1][C:2]1[CH:3]=[C:4]([CH:9]2[C:18]3[C:13](=[CH:14][C:15]([C:20]4[CH:28]=[CH:27][C:23]([C:24]([NH2:26])=[O:25])=[CH:22][CH:21]=4)=[C:16]([F:19])[CH:17]=3)[CH2:12][NH:11][CH2:10]2)[CH:5]=[CH:6][C:7]=1[Cl:8].[C:29]([OH:38])(=[O:37])[C@@H:30]([C@H:32]([C:34]([OH:36])=[O:35])[OH:33])[OH:31], predict the reaction product. The product is: [C:34]([C@@H:32]([C@H:30]([C:29]([OH:38])=[O:37])[OH:31])[OH:33])([OH:36])=[O:35].[Cl:1][C:2]1[CH:3]=[C:4]([CH:9]2[C:18]3[C:13](=[CH:14][C:15]([C:20]4[CH:28]=[CH:27][C:23]([C:24]([NH2:26])=[O:25])=[CH:22][CH:21]=4)=[C:16]([F:19])[CH:17]=3)[CH2:12][NH:11][CH2:10]2)[CH:5]=[CH:6][C:7]=1[Cl:8].